From a dataset of Catalyst prediction with 721,799 reactions and 888 catalyst types from USPTO. Predict which catalyst facilitates the given reaction. (1) Reactant: [O:1]1[CH2:6][CH2:5][N:4]([C:7]2[C:8]3[S:21][C:20]([C:22]([OH:24])=O)=[CH:19][C:9]=3[N:10]=[C:11](C3C=NC=CC=3)[N:12]=2)[CH2:3][CH2:2]1.ON1C2N=CC=CC=2N=N1.F[P-](F)(F)(F)(F)F.C[N+](C)=C(N(C)C)O.C(N(CC)C(C)C)(C)C.[Cl-:59].[NH4+:60]. Product: [Cl:59][C:11]1[N:12]=[C:7]([N:4]2[CH2:5][CH2:6][O:1][CH2:2][CH2:3]2)[C:8]2[S:21][C:20]([C:22]([NH2:60])=[O:24])=[CH:19][C:9]=2[N:10]=1. The catalyst class is: 31. (2) Reactant: Cl[C:2]1[C:7]([N+:8]([O-:10])=[O:9])=[CH:6][CH:5]=[CH:4][N:3]=1.[Cl:11][C:12]1[CH:18]=[CH:17][C:15]([NH2:16])=[CH:14][CH:13]=1.C(=O)([O-])[O-].[K+].[K+]. Product: [Cl:11][C:12]1[CH:18]=[CH:17][C:15]([NH:16][C:2]2[C:7]([N+:8]([O-:10])=[O:9])=[CH:6][CH:5]=[CH:4][N:3]=2)=[CH:14][CH:13]=1. The catalyst class is: 9. (3) Reactant: [NH2:1][CH2:2][CH2:3][N:4]1[CH2:9][CH2:8][CH:7]([CH2:10][NH:11][C:12](=[O:18])[O:13][C:14]([CH3:17])([CH3:16])[CH3:15])[CH2:6][CH2:5]1.CCN(C(C)C)C(C)C.[CH:28]1([S:31](Cl)(=[O:33])=[O:32])[CH2:30][CH2:29]1.O. Product: [CH:28]1([S:31]([NH:1][CH2:2][CH2:3][N:4]2[CH2:9][CH2:8][CH:7]([CH2:10][NH:11][C:12](=[O:18])[O:13][C:14]([CH3:15])([CH3:17])[CH3:16])[CH2:6][CH2:5]2)(=[O:33])=[O:32])[CH2:30][CH2:29]1. The catalyst class is: 2. (4) Reactant: [C:1]([C:3]1[CH:31]=[CH:30][C:6]([CH2:7][NH:8][CH2:9][C:10]([N:12]2[CH2:17][C:16]([C:18]3[C:27]4[C:22](=[CH:23][CH:24]=[CH:25][CH:26]=4)[CH:21]=[CH:20][CH:19]=3)=[C:15]([C:28]#[N:29])[CH2:14][CH2:13]2)=[O:11])=[CH:5][CH:4]=1)#[N:2].[CH3:32][N:33]1[C:37]([CH:38]=O)=[CH:36][N:35]=[CH:34]1.C(O[BH-](OC(=O)C)OC(=O)C)(=O)C.[Na+]. Product: [C:1]([C:3]1[CH:31]=[CH:30][C:6]([CH2:7][N:8]([CH2:9][C:10]([N:12]2[CH2:17][C:16]([C:18]3[C:27]4[C:22](=[CH:23][CH:24]=[CH:25][CH:26]=4)[CH:21]=[CH:20][CH:19]=3)=[C:15]([C:28]#[N:29])[CH2:14][CH2:13]2)=[O:11])[CH2:38][C:37]2[N:33]([CH3:32])[CH:34]=[N:35][CH:36]=2)=[CH:5][CH:4]=1)#[N:2]. The catalyst class is: 4. (5) Reactant: Br[C:2]1[CH:6]=[C:5]([C:7]#[C:8][C:9]([CH3:12])([CH3:11])[CH3:10])[S:4][C:3]=1[C:13]([O:15][CH3:16])=[O:14].C(=O)([O-])[O-].[Cs+].[Cs+].[NH2:23][C@H:24]1[CH2:29][CH2:28][CH2:27][N:26]([CH3:30])[C:25]1=[O:31]. Product: [CH3:10][C:9]([CH3:12])([CH3:11])[C:8]#[C:7][C:5]1[S:4][C:3]([C:13]([O:15][CH3:16])=[O:14])=[C:2]([NH:23][C@H:24]2[CH2:29][CH2:28][CH2:27][N:26]([CH3:30])[C:25]2=[O:31])[CH:6]=1. The catalyst class is: 164.